From a dataset of Full USPTO retrosynthesis dataset with 1.9M reactions from patents (1976-2016). Predict the reactants needed to synthesize the given product. (1) Given the product [C:1]([C:46]1[CH:47]=[C:48]([C:21]([C:22]2[CH:27]=[CH:26][CH:25]=[CH:24][CH:23]=2)([C:34]2[CH:35]=[CH:36][CH:37]=[CH:38][CH:39]=2)[C:28]2[CH:29]=[CH:30][CH:31]=[CH:32][CH:33]=2)[C:41]([OH:42])=[CH:43][C:44]=1[OH:45])([C:14]1[CH:19]=[CH:18][CH:17]=[CH:16][CH:15]=1)([C:8]1[CH:13]=[CH:12][CH:11]=[CH:10][CH:9]=1)[C:2]1[CH:7]=[CH:6][CH:5]=[CH:4][CH:3]=1, predict the reactants needed to synthesize it. The reactants are: [C:1](O)([C:14]1[CH:19]=[CH:18][CH:17]=[CH:16][CH:15]=1)([C:8]1[CH:13]=[CH:12][CH:11]=[CH:10][CH:9]=1)[C:2]1[CH:7]=[CH:6][CH:5]=[CH:4][CH:3]=1.[C:21](Cl)([C:34]1[CH:39]=[CH:38][CH:37]=[CH:36][CH:35]=1)([C:28]1[CH:33]=[CH:32][CH:31]=[CH:30][CH:29]=1)[C:22]1[CH:27]=[CH:26][CH:25]=[CH:24][CH:23]=1.[C:41]1([CH:48]=[CH:47][CH:46]=[C:44]([OH:45])[CH:43]=1)[OH:42]. (2) Given the product [N:63]1[CH:64]=[CH:69][CH:68]=[CH:67][C:66]=1[CH:65]([NH:61][C:28]([C:23]1[CH:24]=[N:25][C:26]2[C:21]([CH:22]=1)=[CH:20][CH:19]=[C:18]([NH:17][C:15]([C:10]1[C:9]([C:6]3[CH:5]=[CH:4][C:3]([C:2]([F:31])([F:1])[F:32])=[CH:8][CH:7]=3)=[CH:14][CH:13]=[CH:12][CH:11]=1)=[O:16])[CH:27]=2)=[O:29])[C:42]1[CH:47]=[CH:46][CH:45]=[CH:44][N:43]=1, predict the reactants needed to synthesize it. The reactants are: [F:1][C:2]([F:32])([F:31])[C:3]1[CH:8]=[CH:7][C:6]([C:9]2[C:10]([C:15]([NH:17][C:18]3[CH:27]=[C:26]4[C:21]([CH:22]=[C:23]([C:28](O)=[O:29])[CH:24]=[N:25]4)=[CH:20][CH:19]=3)=[O:16])=[CH:11][CH:12]=[CH:13][CH:14]=2)=[CH:5][CH:4]=1.Cl.[N:43]1[CH:44]=[CH:45][CH:46]=[CH:47][C:42]=1N([C:42]1[CH:47]=[CH:46][CH:45]=[CH:44][N:43]=1)C.Cl.CN(C)CCCN=C=NCC.O[N:61]1[C:65]2[CH:66]=[CH:67][CH:68]=[CH:69][C:64]=2[N:63]=N1.C(N(CC)CC)C. (3) Given the product [Br:1][C:2]1[C:3]([F:12])=[C:4]2[C:10]([NH:11][C:18](=[O:19])[C:17]3[CH:21]=[CH:22][CH:23]=[C:15]([C:14]([F:13])([F:24])[F:25])[CH:16]=3)=[CH:9][NH:8][C:5]2=[N:6][CH:7]=1, predict the reactants needed to synthesize it. The reactants are: [Br:1][C:2]1[C:3]([F:12])=[C:4]2[C:10]([NH2:11])=[CH:9][NH:8][C:5]2=[N:6][CH:7]=1.[F:13][C:14]([F:25])([F:24])[C:15]1[CH:16]=[C:17]([CH:21]=[CH:22][CH:23]=1)[C:18](O)=[O:19].C1N(P(Cl)(N2C(=O)OCC2)=O)C(=O)OC1.C(N(CC)CC)C. (4) Given the product [CH3:1][C:2]1[NH:6][C:5]([C:7]([NH:9][C@H:10]2[CH2:15][CH2:14][N:13]([C:16]3[S:17][C:18]([C:21]([OH:23])=[O:22])=[CH:19][N:20]=3)[CH2:12][C@H:11]2[O:26][CH3:27])=[O:8])=[N:4][C:3]=1[C:28]([F:31])([F:29])[F:30], predict the reactants needed to synthesize it. The reactants are: [CH3:1][C:2]1[NH:6][C:5]([C:7]([NH:9][C@H:10]2[CH2:15][CH2:14][N:13]([C:16]3[S:17][C:18]([C:21]([O:23]CC)=[O:22])=[CH:19][N:20]=3)[CH2:12][C@H:11]2[O:26][CH3:27])=[O:8])=[N:4][C:3]=1[C:28]([F:31])([F:30])[F:29].[OH-].[Na+].Cl. (5) Given the product [NH2:14][C:10]1[N:9]=[C:8]([NH:7][CH2:6][CH2:5][N:4]([CH3:3])[C:16]2[C:17]3[CH2:27][CH2:26][CH2:25][C:24]4[CH:28]=[CH:29][CH:30]=[CH:31][C:23]=4[C:18]=3[N:19]=[C:20]([NH2:22])[N:21]=2)[CH:13]=[CH:12][N:11]=1, predict the reactants needed to synthesize it. The reactants are: Cl.Cl.[CH3:3][NH:4][CH2:5][CH2:6][NH:7][C:8]1[CH:13]=[CH:12][N:11]=[C:10]([NH2:14])[N:9]=1.Cl[C:16]1[C:17]2[CH2:27][CH2:26][CH2:25][C:24]3[CH:28]=[CH:29][CH:30]=[CH:31][C:23]=3[C:18]=2[N:19]=[C:20]([NH2:22])[N:21]=1.